This data is from Reaction yield outcomes from USPTO patents with 853,638 reactions. The task is: Predict the reaction yield, written as a fraction of the theoretical maximum amount of product (1.0 means a 100% yield; for example, 0.34 means a 34% yield). (1) The product is [Cl:50][C:47]1[CH:46]=[CH:45][C:44]([C@@H:10]2[CH2:9][NH:8][CH2:12][C@H:11]2[C:13]([N:15]2[C@H:16]([C:35]([N:37]3[CH2:38][CH2:39][N:40]([CH3:43])[CH2:41][CH2:42]3)=[O:36])[CH2:17][C@H:18]([N:20]([C@H:28]3[CH2:33][CH2:32][C@@H:31]([CH3:34])[CH2:30][CH2:29]3)[C:21]([C@@H:23]3[CH2:27][CH2:26][CH2:25][O:24]3)=[O:22])[CH2:19]2)=[O:14])=[CH:49][CH:48]=1. The reactants are C([N:8]1[CH2:12][C@@H:11]([C:13]([N:15]2[CH2:19][C@@H:18]([N:20]([C@H:28]3[CH2:33][CH2:32][C@@H:31]([CH3:34])[CH2:30][CH2:29]3)[C:21]([C@@H:23]3[CH2:27][CH2:26][CH2:25][O:24]3)=[O:22])[CH2:17][C@H:16]2[C:35]([N:37]2[CH2:42][CH2:41][N:40]([CH3:43])[CH2:39][CH2:38]2)=[O:36])=[O:14])[C@H:10]([C:44]2[CH:49]=[CH:48][C:47]([Cl:50])=[CH:46][CH:45]=2)[CH2:9]1)(OC(C)(C)C)=O.Cl. The catalyst is C(Cl)Cl. The yield is 0.998. (2) The reactants are [NH2:1][C:2]1[C:3]([C:9]([NH2:11])=[O:10])=[N:4][CH:5]=[C:6]([F:8])[CH:7]=1.[CH:12](OCC)(OCC)OCC. No catalyst specified. The product is [F:8][C:6]1[CH:5]=[N:4][C:3]2[C:9](=[O:10])[NH:11][CH:12]=[N:1][C:2]=2[CH:7]=1. The yield is 0.850. (3) The catalyst is ClCCl. The reactants are [NH2:1][C:2]1[CH:16]=[CH:15][CH:14]=[C:13]([F:17])[C:3]=1[C:4]([NH:6][C:7]1[CH:12]=[CH:11][CH:10]=[CH:9][CH:8]=1)=[O:5].[Cl:18][CH:19]([CH3:23])[C:20](Cl)=[O:21]. The yield is 0.770. The product is [Cl:18][CH:19]([CH3:23])[C:20]([NH:1][C:2]1[CH:16]=[CH:15][CH:14]=[C:13]([F:17])[C:3]=1[C:4]([NH:6][C:7]1[CH:12]=[CH:11][CH:10]=[CH:9][CH:8]=1)=[O:5])=[O:21]. (4) The reactants are [CH:1](NC(C)C)(C)[CH3:2].C([Li])CCC.CN(C)P(N(C)C)(N(C)C)=O.[CH:24]1([C:33]([O:35][CH3:36])=[O:34])[CH2:28][CH2:27][CH:26]([C:29]([O:31][CH3:32])=[O:30])[CH2:25]1.BrCCCl. The catalyst is C1COCC1. The product is [C:26]12([C:29]([O:31][CH3:32])=[O:30])[CH2:25][C:24]([C:33]([O:35][CH3:36])=[O:34])([CH2:1][CH2:2]1)[CH2:28][CH2:27]2. The yield is 0.510. (5) The reactants are [F:1][C:2]1[CH:7]=[CH:6][C:5]([C:8]2[S:9][C:10]3[N:11]=[C:12]([NH2:23])[N:13]=[C:14]([N:17]4[CH2:22][CH2:21][NH:20][CH2:19][CH2:18]4)[C:15]=3[N:16]=2)=[CH:4][CH:3]=1.N1C=CC=CC=1.Cl[C:31]([O:33][CH2:34][C:35]1[CH:40]=[CH:39][CH:38]=[CH:37][CH:36]=1)=[O:32]. The catalyst is CN(C=O)C. The product is [CH2:34]([O:33][C:31]([N:20]1[CH2:19][CH2:18][N:17]([C:14]2[C:15]3[N:16]=[C:8]([C:5]4[CH:6]=[CH:7][C:2]([F:1])=[CH:3][CH:4]=4)[S:9][C:10]=3[N:11]=[C:12]([NH2:23])[N:13]=2)[CH2:22][CH2:21]1)=[O:32])[C:35]1[CH:40]=[CH:39][CH:38]=[CH:37][CH:36]=1. The yield is 0.770. (6) The reactants are [C:1]1([NH:7][C:8]([C:10]2[C:18]3[C:14](=[CH:15][N:16](CC4C=CC(OC)=CC=4)[N:17]=3)[CH:13]=[C:12](Br)[CH:11]=2)=[O:9])[CH:6]=[CH:5][CH:4]=[CH:3][CH:2]=1.[NH2:29][C:30]1[CH:35]=[CH:34][N:33]=[CH:32][CH:31]=1.C(=O)([O-])[O-].[Cs+].[Cs+].CC1(C)C2C(=C(P(C3C=CC=CC=3)C3C=CC=CC=3)C=CC=2)OC2C(P(C3C=CC=CC=3)C3C=CC=CC=3)=CC=CC1=2.C([SiH](C(C)C)C(C)C)(C)C. The catalyst is O1CCOCC1.C1C=CC(/C=C/C(/C=C/C2C=CC=CC=2)=O)=CC=1.C1C=CC(/C=C/C(/C=C/C2C=CC=CC=2)=O)=CC=1.C1C=CC(/C=C/C(/C=C/C2C=CC=CC=2)=O)=CC=1.[Pd].[Pd]. The product is [C:1]1([NH:7][C:8]([C:10]2[CH:11]=[C:12]([NH:29][C:30]3[CH:35]=[CH:34][N:33]=[CH:32][CH:31]=3)[CH:13]=[C:14]3[C:18]=2[NH:17][N:16]=[CH:15]3)=[O:9])[CH:2]=[CH:3][CH:4]=[CH:5][CH:6]=1. The yield is 0.460. (7) The reactants are [NH2:1][C:2]1[C:3]([C:14]2[CH:22]=[CH:21][C:17]([C:18]([OH:20])=O)=[C:16]([F:23])[CH:15]=2)=[N:4][C:5]([C@@H:8]2[CH2:12][CH2:11][C@@H:10]([OH:13])[CH2:9]2)=[CH:6][N:7]=1.[NH2:24][C@@H:25]([C:28]1[CH:33]=[C:32]([I:34])[CH:31]=[C:30]([F:35])[CH:29]=1)[CH2:26][OH:27].C1C=NC2N(O)N=NC=2C=1.C(Cl)CCl.CCN(C(C)C)C(C)C. The catalyst is CN(C=O)C.CCOC(C)=O. The product is [NH2:1][C:2]1[C:3]([C:14]2[CH:22]=[CH:21][C:17]([C:18]([NH:24][C@@H:25]([C:28]3[CH:33]=[C:32]([I:34])[CH:31]=[C:30]([F:35])[CH:29]=3)[CH2:26][OH:27])=[O:20])=[C:16]([F:23])[CH:15]=2)=[N:4][C:5]([C@@H:8]2[CH2:12][CH2:11][C@@H:10]([OH:13])[CH2:9]2)=[CH:6][N:7]=1. The yield is 0.452.